This data is from NCI-60 drug combinations with 297,098 pairs across 59 cell lines. The task is: Regression. Given two drug SMILES strings and cell line genomic features, predict the synergy score measuring deviation from expected non-interaction effect. Drug 1: CCC1=C2CN3C(=CC4=C(C3=O)COC(=O)C4(CC)O)C2=NC5=C1C=C(C=C5)O. Drug 2: CC1C(C(CC(O1)OC2CC(CC3=C2C(=C4C(=C3O)C(=O)C5=C(C4=O)C(=CC=C5)OC)O)(C(=O)CO)O)N)O.Cl. Cell line: OVCAR-5. Synergy scores: CSS=19.3, Synergy_ZIP=-5.89, Synergy_Bliss=-3.77, Synergy_Loewe=-4.85, Synergy_HSA=-1.48.